From a dataset of CYP3A4 inhibition data for predicting drug metabolism from PubChem BioAssay. Regression/Classification. Given a drug SMILES string, predict its absorption, distribution, metabolism, or excretion properties. Task type varies by dataset: regression for continuous measurements (e.g., permeability, clearance, half-life) or binary classification for categorical outcomes (e.g., BBB penetration, CYP inhibition). Dataset: cyp3a4_veith. (1) The drug is CC(C)(CS)C(=O)N1CCC[C@H]1C(=O)O. The result is 0 (non-inhibitor). (2) The molecule is O=C(Nc1ccc(Cl)cc1)c1cnc(-c2ccccc2)nc1-c1ccccc1. The result is 0 (non-inhibitor). (3) The compound is O=c1c(-c2ccccc2)nc2cnc(Oc3cccc(Cl)c3)nc2n1C1CC1. The result is 0 (non-inhibitor). (4) The compound is Cc1ccc(N2CCN(CCC(=O)O)CC2)cc1. The result is 0 (non-inhibitor). (5) The compound is Cc1c(N=Cc2ccc(Br)s2)cccc1[N+](=O)[O-]. The result is 0 (non-inhibitor).